Dataset: Forward reaction prediction with 1.9M reactions from USPTO patents (1976-2016). Task: Predict the product of the given reaction. (1) The product is: [CH3:1][C:2]1[O:6][C:5]([C:7]2[CH:12]=[CH:11][CH:10]=[CH:9][CH:8]=2)=[N:4][C:3]=1[CH2:13][CH2:14][C:15]#[N:17]. Given the reactants [CH3:1][C:2]1[O:6][C:5]([C:7]2[CH:12]=[CH:11][CH:10]=[CH:9][CH:8]=2)=[N:4][C:3]=1[CH2:13][CH2:14][C:15]([NH2:17])=O.CN(C)C=O.P(Cl)(Cl)(Cl)=O, predict the reaction product. (2) Given the reactants [Br:1]C1C=C(OC)C(N2CCN(C)CC2)=NC=1.[O:17]([C:19]1[CH:24]=[CH:23][N:22]=[C:21]([N:25]2[CH2:30][CH2:29][O:28][CH2:27][CH2:26]2)[CH:20]=1)[CH3:18], predict the reaction product. The product is: [Br:1][C:24]1[C:19]([O:17][CH3:18])=[CH:20][C:21]([N:25]2[CH2:30][CH2:29][O:28][CH2:27][CH2:26]2)=[N:22][CH:23]=1.